From a dataset of Catalyst prediction with 721,799 reactions and 888 catalyst types from USPTO. Predict which catalyst facilitates the given reaction. (1) The catalyst class is: 164. Product: [CH3:11][C:12]1[CH:17]=[CH:16][CH:15]=[C:14]([CH3:18])[C:13]=1[C:2]1[CH:7]=[CH:6][C:5]([N+:8]([O-:10])=[O:9])=[CH:4][CH:3]=1. Reactant: Br[C:2]1[CH:7]=[CH:6][C:5]([N+:8]([O-:10])=[O:9])=[CH:4][CH:3]=1.[CH3:11][C:12]1[CH:17]=[CH:16][CH:15]=[C:14]([CH3:18])[C:13]=1B(O)O.O.[O-]P([O-])([O-])=O.[K+].[K+].[K+].C1(P(C2CCCCC2)C2C=CC=CC=2C2C(OC)=CC=CC=2OC)CCCCC1. (2) The catalyst class is: 9. Reactant: [C:1]([O:5][C:6](=[O:9])[NH:7][CH3:8])([CH3:4])([CH3:3])[CH3:2].[H-].[Na+].[Br:12][C:13]1[CH:18]=[CH:17][CH:16]=[C:15]([N+:19]([O-:21])=[O:20])[C:14]=1[CH2:22]Br. Product: [C:1]([O:5][C:6](=[O:9])[N:7]([CH2:22][C:14]1[C:15]([N+:19]([O-:21])=[O:20])=[CH:16][CH:17]=[CH:18][C:13]=1[Br:12])[CH3:8])([CH3:4])([CH3:3])[CH3:2]. (3) Reactant: [CH2:1]([Mg]Br)[CH3:2].[Cl-].[CH:6]([C:9]1[CH:14]=[CH:13][CH:12]=[C:11]([CH:15](C)[CH3:16])C=1[NH+]1CCN(C2[C:9]([CH:6](C)[CH3:7])=[CH:14][CH:13]=[CH:12][C:11]=2[CH:15](C)[CH3:16])C1)(C)[CH3:7].C1(P(C2C=CC=CC=2)C2C=CC=CC=2)C=CC=CC=1.C(C1C=CC(Cl)=CC=1)CCC.FC1C=C([Mg]Br)C=CC=1F.C(C(C(C([O-])=O)O)O)([O-])=O.[K+].[Na+]. Product: [CH3:7][CH2:6][CH2:9][CH2:14][CH2:13][CH2:12][CH2:11][CH2:15][CH2:16][CH2:1][CH3:2]. The catalyst class is: 1. (4) Reactant: C1(S([N:10]2[C:18]3[C:13](=[CH:14][CH:15]=[C:16]([F:19])[CH:17]=3)[C:12]([C:20]3[CH:21]=[CH:22][C:23]4[O:27][C:26]([CH2:28][CH2:29][S:30][CH3:31])=[N:25][C:24]=4[CH:32]=3)=[CH:11]2)(=O)=O)C=CC=CC=1.[OH-].[Na+]. Product: [F:19][C:16]1[CH:17]=[C:18]2[C:13]([C:12]([C:20]3[CH:21]=[CH:22][C:23]4[O:27][C:26]([CH2:28][CH2:29][S:30][CH3:31])=[N:25][C:24]=4[CH:32]=3)=[CH:11][NH:10]2)=[CH:14][CH:15]=1. The catalyst class is: 24. (5) Product: [CH3:30][O:29][C:26]1[CH:27]=[C:28]2[C:23](=[CH:24][C:25]=1[O:31][CH3:32])[N:22]=[CH:21][CH:20]=[C:19]2[O:17][C:8]1[CH:9]=[C:10]2[C:15](=[CH:16][C:7]=1[C:2]1[CH:3]=[CH:4][CH:5]=[CH:6][N:1]=1)[CH:14]=[N:13][CH:12]=[CH:11]2. Reactant: [N:1]1[CH:6]=[CH:5][CH:4]=[CH:3][C:2]=1[C:7]1[CH:16]=[C:15]2[C:10]([CH:11]=[CH:12][N:13]=[CH:14]2)=[CH:9][C:8]=1[OH:17].Cl[C:19]1[C:28]2[C:23](=[CH:24][C:25]([O:31][CH3:32])=[C:26]([O:29][CH3:30])[CH:27]=2)[N:22]=[CH:21][CH:20]=1.O. The catalyst class is: 420. (6) Reactant: [CH:1]1([N:7]2[C:11]([C:12]3[CH:17]=[CH:16][C:15]([F:18])=[CH:14][CH:13]=3)=[C:10]([C:19]3[S:20][CH:21]=[C:22]([CH2:24][C:25]([O:27]CC)=[O:26])[N:23]=3)[CH:9]=[N:8]2)[CH2:6][CH2:5][CH2:4][CH2:3][CH2:2]1.[OH-].[Na+]. Product: [CH:1]1([N:7]2[C:11]([C:12]3[CH:13]=[CH:14][C:15]([F:18])=[CH:16][CH:17]=3)=[C:10]([C:19]3[S:20][CH:21]=[C:22]([CH2:24][C:25]([OH:27])=[O:26])[N:23]=3)[CH:9]=[N:8]2)[CH2:2][CH2:3][CH2:4][CH2:5][CH2:6]1. The catalyst class is: 353. (7) Reactant: [CH2:1]=[O:2].[Br-:3].[Na+].S(=O)(=O)(O)O.C[O:11][C:12](=O)[C:13]1[CH:18]=[CH:17][CH:16]=[C:15]([C:19]2[C:28]3[C:23](=[CH:24][C:25]([O:34][CH3:35])=[C:26]4[O:31][C:30]([CH3:33])([CH3:32])[CH2:29][C:27]4=3)[CH2:22][C:21]([CH3:37])([CH3:36])[N:20]=2)[CH:14]=1.[C:39](O)(=O)C. Product: [CH3:1][O:2][C:12](=[O:11])[C:13]1[CH:18]=[CH:17][CH:16]=[C:15]([C:19]2[C:28]3[C:23](=[C:24]([CH2:39][Br:3])[C:25]([O:34][CH3:35])=[C:26]4[O:31][C:30]([CH3:33])([CH3:32])[CH2:29][C:27]4=3)[CH2:22][C:21]([CH3:37])([CH3:36])[N:20]=2)[CH:14]=1. The catalyst class is: 72. (8) Reactant: FC(F)(F)C(O)=O.[CH2:8]([O:15][C:16]([NH:18][CH2:19][CH2:20][CH2:21][CH2:22][C@@H:23]([NH:68]C(OC(C)(C)C)=O)[C:24]([O:26][C@H:27]1[C@@H:31]([OH:32])[C@H:30]([N:33]2[CH:41]=[N:40][C:39]3[C:34]2=[N:35][CH:36]=[N:37][C:38]=3[NH2:42])[O:29][C@H:28]1[CH2:43][O:44][P:45]([O:48][C@H:49]1[CH2:53][C@H:52]([N:54]2[CH:59]=[CH:58][C:57]([NH2:60])=[N:56][C:55]2=[O:61])[O:51][C@@H:50]1[CH2:62][O:63][P:64]([OH:67])([OH:66])=[O:65])([OH:47])=[O:46])=[O:25])=[O:17])[C:9]1[CH:14]=[CH:13][CH:12]=[CH:11][CH:10]=1. Product: [NH2:68][C@H:23]([CH2:22][CH2:21][CH2:20][CH2:19][NH:18][C:16]([O:15][CH2:8][C:9]1[CH:10]=[CH:11][CH:12]=[CH:13][CH:14]=1)=[O:17])[C:24]([O:26][C@H:27]1[C@@H:31]([OH:32])[C@H:30]([N:33]2[CH:41]=[N:40][C:39]3[C:34]2=[N:35][CH:36]=[N:37][C:38]=3[NH2:42])[O:29][C@H:28]1[CH2:43][O:44][P:45]([O:48][C@H:49]1[CH2:53][C@H:52]([N:54]2[CH:59]=[CH:58][C:57]([NH2:60])=[N:56][C:55]2=[O:61])[O:51][C@@H:50]1[CH2:62][O:63][P:64]([OH:67])([OH:66])=[O:65])([OH:47])=[O:46])=[O:25]. The catalyst class is: 4.